This data is from Full USPTO retrosynthesis dataset with 1.9M reactions from patents (1976-2016). The task is: Predict the reactants needed to synthesize the given product. (1) Given the product [Cl:3][C:4]1[CH:9]=[C:8]([F:10])[CH:7]=[CH:6][C:5]=1[C:11]1[C:12]([O:42][CH2:43][CH3:44])=[CH:13][C:14]([CH2:20][N:21]2[CH2:22][C:23]3([CH2:28][C:27]([N:29]4[CH2:34][CH2:33][C:32]([CH2:40][CH3:41])([C:35]([OH:37])=[O:36])[CH2:31][CH2:30]4)=[N:26][O:25]3)[CH2:24]2)=[CH:15][C:16]=1[O:17][CH2:18][CH3:19], predict the reactants needed to synthesize it. The reactants are: [OH-].[Na+].[Cl:3][C:4]1[CH:9]=[C:8]([F:10])[CH:7]=[CH:6][C:5]=1[C:11]1[C:16]([O:17][CH2:18][CH3:19])=[CH:15][C:14]([CH2:20][N:21]2[CH2:24][C:23]3([CH2:28][C:27]([N:29]4[CH2:34][CH2:33][C:32]([CH2:40][CH3:41])([C:35]([O:37]CC)=[O:36])[CH2:31][CH2:30]4)=[N:26][O:25]3)[CH2:22]2)=[CH:13][C:12]=1[O:42][CH2:43][CH3:44]. (2) Given the product [F:28][C:2]([F:1])([F:27])[C:3]1[CH:8]=[C:7]([C:9]2[O:13][C:12]([C:14]3[CH:15]=[CH:16][C:17]([NH:20][C:36](=[O:42])[CH2:37][CH2:38][C:39]([OH:41])=[O:40])=[CH:18][CH:19]=3)=[N:11][N:10]=2)[CH:6]=[CH:5][C:4]=1[C:21]1[CH:26]=[CH:25][CH:24]=[CH:23][CH:22]=1, predict the reactants needed to synthesize it. The reactants are: [F:1][C:2]([F:28])([F:27])[C:3]1[CH:8]=[C:7]([C:9]2[O:13][C:12]([C:14]3[CH:19]=[CH:18][C:17]([NH2:20])=[CH:16][CH:15]=3)=[N:11][N:10]=2)[CH:6]=[CH:5][C:4]=1[C:21]1[CH:26]=[CH:25][CH:24]=[CH:23][CH:22]=1.CN1CCOCC1.[C:36]1(=[O:42])[O:41][C:39](=[O:40])[CH2:38][CH2:37]1. (3) Given the product [C:7]([OH:9])(=[O:8])[CH2:5][CH2:4][CH3:3].[C:13]([O:15][CH2:16][CH3:17])(=[O:14])[CH2:12][C:5]([CH2:4][C:3]([O:19][CH2:20][CH3:21])=[O:18])([C:7]([O:9][CH2:10][CH3:11])=[O:8])[OH:6], predict the reactants needed to synthesize it. The reactants are: [H-].[Na+].[C:3]([O:19][CH2:20][CH3:21])(=[O:18])[CH2:4][C:5]([CH2:12][C:13]([O:15][CH2:16][CH3:17])=[O:14])([C:7]([O:9][CH2:10][CH3:11])=[O:8])[OH:6].[Cl-]. (4) Given the product [C:10]([C:28]1[C:26]2[C:25](=[C:9]([N+:2]([O-:32])=[O:3])[CH:8]=[CH:7][C:6]=2[CH3:5])[NH:24][CH:27]=1)#[N:12], predict the reactants needed to synthesize it. The reactants are: Cl.[NH2:2][OH:3].N1[CH:9]=[CH:8][CH:7]=[CH:6][CH:5]=1.[C:10](N1C=CN=C1)([N:12]1C=CN=C1)=O.C([N:24]([CH2:27][CH3:28])[CH2:25][CH3:26])C.CN(C)C=[O:32]. (5) Given the product [C:1]1([CH:7]2[O:11][N:10]=[C:9]([C:12]3[N:13]=[C:14]([CH:17]4[CH2:22][CH2:21][N:20]([C:23](=[N:24][C:25]5[CH:30]=[C:29]([CH3:31])[CH:28]=[CH:27][C:26]=5[CH3:32])[O:36][CH3:35])[CH2:19][CH2:18]4)[S:15][CH:16]=3)[CH2:8]2)[CH:6]=[CH:5][CH:4]=[CH:3][CH:2]=1, predict the reactants needed to synthesize it. The reactants are: [C:1]1([CH:7]2[O:11][N:10]=[C:9]([C:12]3[N:13]=[C:14]([CH:17]4[CH2:22][CH2:21][N:20]([C:23](SC)=[N:24][C:25]5[CH:30]=[C:29]([CH3:31])[CH:28]=[CH:27][C:26]=5[CH3:32])[CH2:19][CH2:18]4)[S:15][CH:16]=3)[CH2:8]2)[CH:6]=[CH:5][CH:4]=[CH:3][CH:2]=1.[CH3:35][OH:36]. (6) Given the product [Cl:1][C:2]1[CH:7]=[CH:6][CH:5]=[C:4]([CH3:8])[C:3]=1[NH:9][C:10]([NH:23][C:24]1[CH:32]=[C:31]([O:33][CH3:34])[C:30]([O:35][CH3:36])=[CH:29][C:25]=1[C:26]([NH:68][C@H:69]([C:74]([OH:76])=[O:75])[C@H:70]([CH2:72][CH3:73])[CH3:71])=[O:28])=[O:11], predict the reactants needed to synthesize it. The reactants are: [Cl:1][C:2]1[CH:7]=[CH:6][CH:5]=[C:4]([CH3:8])[C:3]=1[N:9]=[C:10]=[O:11].CC1C=CC=C(C)C=1N=C=O.[NH2:23][C:24]1[CH:32]=[C:31]([O:33][CH3:34])[C:30]([O:35][CH3:36])=[CH:29][C:25]=1[C:26]([OH:28])=O.NC1C(C(O)=O)=CC2C(C=1)=CC=CC=2.C([NH:68][C@H:69]([C:74]([OH:76])=[O:75])[C@H:70]([CH2:72][CH3:73])[CH3:71])(OCC1C2C(=CC=CC=2)C2C1=CC=CC=2)=O.N(C(OCC1C2C(=CC=CC=2)C2C1=CC=CC=2)=O)[C@H](C(O)=O)CC(=O)OC(C)(C)C. (7) Given the product [N:17]1[CH:18]=[CH:19][C:14]([N:1]2[CH2:11][CH2:10][CH2:9][CH:3]([C:4]([O:6][CH2:7][CH3:8])=[O:5])[CH2:2]2)=[CH:15][CH:16]=1, predict the reactants needed to synthesize it. The reactants are: [NH:1]1[CH2:11][CH2:10][CH2:9][CH:3]([C:4]([O:6][CH2:7][CH3:8])=[O:5])[CH2:2]1.Cl.Cl[C:14]1[CH:19]=[CH:18][N:17]=[CH:16][CH:15]=1.C(N(CC)CC)C.C1(C)C(C)=CC=CC=1. (8) Given the product [CH3:1][O:2][C:3]([C:5]1[S:6][C:7]([C:10]2[N:11]=[C:12]([NH:15][CH2:24][CH2:23][CH2:22][C:16]3[CH:21]=[CH:20][CH:19]=[CH:18][CH:17]=3)[S:13][CH:14]=2)=[CH:8][CH:9]=1)=[O:4], predict the reactants needed to synthesize it. The reactants are: [CH3:1][O:2][C:3]([C:5]1[S:6][C:7]([C:10]2[N:11]=[C:12]([NH2:15])[S:13][CH:14]=2)=[CH:8][CH:9]=1)=[O:4].[C:16]1([CH2:22][CH2:23][CH:24]=O)[CH:21]=[CH:20][CH:19]=[CH:18][CH:17]=1.[BH-](OC(C)=O)(OC(C)=O)OC(C)=O.[Na+]. (9) Given the product [Cl:1][C:2]1[CH:3]=[C:4]([C:8]2[N:12]=[C:11]([C@@H:13]([NH2:15])[CH3:14])[O:10][N:9]=2)[CH:5]=[CH:6][CH:7]=1, predict the reactants needed to synthesize it. The reactants are: [Cl:1][C:2]1[CH:3]=[C:4]([C:8]2[N:12]=[C:11]([C@@H:13]([N:15]3C(=O)C4C(=CC=CC=4)C3=O)[CH3:14])[O:10][N:9]=2)[CH:5]=[CH:6][CH:7]=1.CNN. (10) Given the product [N:1]1[CH:2]=[CH:3][N:4]2[CH2:9][CH2:8][CH2:7][CH:6]([C:10]3[CH:11]=[CH:12][C:13]([O:14][C:15]4[NH:19][C:18]5[CH:28]=[CH:29][CH:30]=[CH:31][C:17]=5[N:16]=4)=[CH:32][CH:33]=3)[C:5]=12, predict the reactants needed to synthesize it. The reactants are: [N:1]1[CH:2]=[CH:3][N:4]2[CH2:9][CH2:8][CH2:7][CH:6]([C:10]3[CH:33]=[CH:32][C:13]([O:14][C:15]4[N:19](COCC[Si](C)(C)C)[C:18]5[CH:28]=[CH:29][CH:30]=[CH:31][C:17]=5[N:16]=4)=[CH:12][CH:11]=3)[C:5]=12.[F-].C([N+](CCCC)(CCCC)CCCC)CCC.C1COCC1.C1COCC1.